This data is from Catalyst prediction with 721,799 reactions and 888 catalyst types from USPTO. The task is: Predict which catalyst facilitates the given reaction. (1) Reactant: [Cl:1][C:2]1[C:3]([C:24]([F:27])([F:26])[F:25])=[CH:4][C:5]([N+:21]([O-])=O)=[C:6]([NH:8][CH:9]2[CH2:14][CH2:13][N:12]([CH:15]3[CH2:20][CH2:19][O:18][CH2:17][CH2:16]3)[CH2:11][CH2:10]2)[CH:7]=1.O.NN. Product: [Cl:1][C:2]1[CH:7]=[C:6]([NH:8][CH:9]2[CH2:10][CH2:11][N:12]([CH:15]3[CH2:20][CH2:19][O:18][CH2:17][CH2:16]3)[CH2:13][CH2:14]2)[C:5]([NH2:21])=[CH:4][C:3]=1[C:24]([F:26])([F:25])[F:27]. The catalyst class is: 171. (2) Reactant: F[C:2]1[CH:9]=[CH:8][C:5]([CH:6]=[O:7])=[CH:4][CH:3]=1.[CH3:10][O:11][C:12]1[CH:17]=[CH:16][C:15]([SH:18])=[CH:14][CH:13]=1.C(=O)([O-])[O-].[K+].[K+].O. Product: [CH3:10][O:11][C:12]1[CH:17]=[CH:16][C:15]([S:18][C:2]2[CH:9]=[CH:8][C:5]([CH:6]=[O:7])=[CH:4][CH:3]=2)=[CH:14][CH:13]=1. The catalyst class is: 9. (3) Reactant: [C:1]([C:3]1[CH:4]=[CH:5][C:6]([O:31][CH3:32])=[C:7]([S:9]([NH:12][CH2:13][CH2:14][C:15]2[CH:27]=[CH:26][C:25]([CH:28]([CH3:30])[CH3:29])=[CH:24][C:16]=2[O:17][CH2:18][C:19]([O:21][CH2:22][CH3:23])=[O:20])(=[O:11])=[O:10])[CH:8]=1)#[N:2].Cl.Cl[CH2:35][C:36]1[N:37]=[C:38]([CH3:41])[S:39][CH:40]=1.C(=O)([O-])[O-].[K+].[K+].C(=O)(O)[O-].[Na+]. Product: [C:1]([C:3]1[CH:4]=[CH:5][C:6]([O:31][CH3:32])=[C:7]([S:9]([N:12]([CH2:35][C:36]2[N:37]=[C:38]([CH3:41])[S:39][CH:40]=2)[CH2:13][CH2:14][C:15]2[CH:27]=[CH:26][C:25]([CH:28]([CH3:29])[CH3:30])=[CH:24][C:16]=2[O:17][CH2:18][C:19]([O:21][CH2:22][CH3:23])=[O:20])(=[O:10])=[O:11])[CH:8]=1)#[N:2]. The catalyst class is: 35. (4) The catalyst class is: 2. Reactant: [CH3:1][CH:2]1[CH2:7][NH:6][CH2:5][CH:4]([CH3:8])[NH:3]1.[CH2:9]([O:16][C:17](Cl)=[O:18])[C:10]1[CH:15]=[CH:14][CH:13]=[CH:12][CH:11]=1.C(N(C(C)C)CC)(C)C.[CH3:29][C:30]([O:33][C:34](O[C:34]([O:33][C:30]([CH3:32])([CH3:31])[CH3:29])=[O:35])=[O:35])([CH3:32])[CH3:31]. Product: [CH3:1][CH:2]1[CH2:7][N:6]([C:17]([O:16][CH2:9][C:10]2[CH:15]=[CH:14][CH:13]=[CH:12][CH:11]=2)=[O:18])[CH2:5][CH:4]([CH3:8])[N:3]1[C:34]([O:33][C:30]([CH3:32])([CH3:31])[CH3:29])=[O:35]. (5) Reactant: C([Li])CCC.CCCCCC.C(NC(C)C)(C)C.[Li+].CC([N-]C(C)C)C.[CH3:27][C:28]([C:30]1[CH:35]=[CH:34][CH:33]=[C:32]([F:36])[CH:31]=1)=[O:29].Cl[S:38]([C:41]1[CH:42]=[C:43]([CH:47]=[CH:48][CH:49]=1)[C:44](Cl)=[O:45])(=[O:40])=[O:39].Cl.[OH:51][C:52]([CH3:57])([CH3:56])[C:53](=N)[NH2:54].[H-].[Na+].[Cl-].[NH4+:61]. The catalyst class is: 1. Product: [F:36][C:32]1[CH:31]=[C:30]([C:28](=[O:29])[CH2:27][C:44]([C:43]2[CH:42]=[C:41]([S:38]([NH:61][C:53](=[NH:54])[C:52]([OH:51])([CH3:57])[CH3:56])(=[O:40])=[O:39])[CH:49]=[CH:48][CH:47]=2)=[O:45])[CH:35]=[CH:34][CH:33]=1.